Dataset: Full USPTO retrosynthesis dataset with 1.9M reactions from patents (1976-2016). Task: Predict the reactants needed to synthesize the given product. (1) Given the product [CH2:1]([O:3][C:4](=[O:15])[CH2:5][C:6]1[CH:11]=[CH:10][C:9]([NH2:12])=[C:8]([C:20]2[CH2:21][CH2:22][C:17]([CH3:26])([CH3:16])[CH2:18][CH:19]=2)[N:7]=1)[CH3:2], predict the reactants needed to synthesize it. The reactants are: [CH2:1]([O:3][C:4](=[O:15])[CH2:5][C:6]1[CH:11]=[CH:10][C:9]([N+:12]([O-])=O)=[CH:8][N:7]=1)[CH3:2].[CH3:16][C:17]1([CH3:26])[CH2:22][CH2:21][C:20](B(O)O)=[CH:19][CH2:18]1. (2) Given the product [N:34]1([C:40]2[S:41][C:42]([C:49]([NH:51][C:52]3[CH:53]=[CH:54][C:55]([N:58]4[CH2:63][CH2:62][N:61]([CH2:64][C:65]([OH:67])=[O:66])[CH2:60][CH2:59]4)=[N:56][CH:57]=3)=[O:50])=[C:43]([C:45]([F:46])([F:47])[F:48])[N:44]=2)[CH2:35][CH2:36][CH2:37][CH2:38][CH2:39]1, predict the reactants needed to synthesize it. The reactants are: N1(C2OC(C(NC3C=CC(N4CCC(C(O)=O)CC4)=NC=3)=O)=C(C(F)(F)F)N=2)CCCCC1.[N:34]1([C:40]2[S:41][C:42]([C:49]([NH:51][C:52]3[CH:53]=[CH:54][C:55]([N:58]4[CH2:63][CH2:62][N:61]([CH2:64][C:65]([O:67]CC)=[O:66])[CH2:60][CH2:59]4)=[N:56][CH:57]=3)=[O:50])=[C:43]([C:45]([F:48])([F:47])[F:46])[N:44]=2)[CH2:39][CH2:38][CH2:37][CH2:36][CH2:35]1. (3) The reactants are: [NH3:1].[CH2:2]([O:4][C:5]([C:7]1[C:8]2[S:16][CH:15]=[C:14]([CH2:17][O:18][C:19]3[CH:24]=[C:23]([NH:25][C:26](=[O:38])[C:27]4[CH:32]=[CH:31][C:30]([NH:33][CH2:34][CH2:35][OH:36])=[C:29]([Cl:37])[CH:28]=4)[CH:22]=[CH:21][C:20]=3[CH3:39])[C:9]=2[C:10](Cl)=[N:11][CH:12]=1)=[O:6])[CH3:3]. Given the product [CH2:2]([O:4][C:5]([C:7]1[C:8]2[S:16][CH:15]=[C:14]([CH2:17][O:18][C:19]3[CH:24]=[C:23]([NH:25][C:26](=[O:38])[C:27]4[CH:32]=[CH:31][C:30]([NH:33][CH2:34][CH2:35][OH:36])=[C:29]([Cl:37])[CH:28]=4)[CH:22]=[CH:21][C:20]=3[CH3:39])[C:9]=2[C:10]([NH2:11])=[N:1][CH:12]=1)=[O:6])[CH3:3], predict the reactants needed to synthesize it. (4) The reactants are: C1(C2C=CC=CC=2)C=CC=CC=1.Cl[C:14]1[C:15](=[O:38])[C:16](=[O:37])[C:17]=1[NH:18][C:19]1[CH:24]=[CH:23][C:22]([Cl:25])=[C:21]([S:26]([N:29]2[CH2:34][CH2:33][N:32]([CH3:35])[CH2:31][CH2:30]2)(=[O:28])=[O:27])[C:20]=1[OH:36].[CH3:39][O:40][C:41]1[CH:47]=[CH:46][CH:45]=[CH:44][C:42]=1[NH2:43]. Given the product [Cl:25][C:22]1[CH:23]=[CH:24][C:19]([NH:18][C:17]2[C:16](=[O:37])[C:15](=[O:38])[C:14]=2[NH:43][C:42]2[CH:44]=[CH:45][CH:46]=[CH:47][C:41]=2[O:40][CH3:39])=[C:20]([OH:36])[C:21]=1[S:26]([N:29]1[CH2:34][CH2:33][N:32]([CH3:35])[CH2:31][CH2:30]1)(=[O:28])=[O:27], predict the reactants needed to synthesize it. (5) Given the product [CH3:1][O:2][C:3]1[CH:12]=[CH:11][C:6]2[CH2:7][CH2:8][CH2:9][C:10](=[O:15])[NH:13][C:5]=2[CH:4]=1, predict the reactants needed to synthesize it. The reactants are: [CH3:1][O:2][C:3]1[CH:12]=[C:11]2[C:6]([CH2:7][CH2:8][CH2:9][C:10]2=[N:13]O)=[CH:5][CH:4]=1.[O:15]=P12OP3(OP(OP(O3)(O1)=O)(=O)O2)=O. (6) The reactants are: COC1C=[CH:7][C:6]([C:9]2O[C:11]([C:14]34[CH2:21][CH2:20][C:17]([CH2:22][CH2:23][CH2:24][CH2:25][CH3:26])([CH2:18][CH2:19]3)[CH2:16][CH2:15]4)=[N:12][N:13]=2)=[C:5]([CH3:27])[CH:4]=1.F[C:29](F)(F)[C:30]([O-:32])=O.[CH3:35][NH3+:36].[CH3:37]N. Given the product [CH3:37][O:32][C:30]1[CH:29]=[CH:7][C:6]([C:9]2[N:36]([CH3:35])[C:11]([C:14]34[CH2:15][CH2:16][C:17]([CH2:22][CH2:23][CH2:24][CH2:25][CH3:26])([CH2:20][CH2:21]3)[CH2:18][CH2:19]4)=[N:12][N:13]=2)=[C:5]([CH3:27])[CH:4]=1, predict the reactants needed to synthesize it.